Task: Binary Classification. Given a T-cell receptor sequence (or CDR3 region) and an epitope sequence, predict whether binding occurs between them.. Dataset: TCR-epitope binding with 47,182 pairs between 192 epitopes and 23,139 TCRs (1) The epitope is KAFSPEVIPMF. The TCR CDR3 sequence is CSAPQRQANTGELFF. Result: 0 (the TCR does not bind to the epitope). (2) The epitope is TEILPVSMTK. The TCR CDR3 sequence is CSAGQGVGQPQHF. Result: 0 (the TCR does not bind to the epitope). (3) The epitope is CTELKLSDY. The TCR CDR3 sequence is CASSLVRDTQYF. Result: 0 (the TCR does not bind to the epitope). (4) The TCR CDR3 sequence is CASSSHTGGFGYTF. The epitope is HTDFSSEIIGY. Result: 0 (the TCR does not bind to the epitope). (5) Result: 1 (the TCR binds to the epitope). The epitope is DPFRLLQNSQVFS. The TCR CDR3 sequence is CASRPRYGGAPGELFF. (6) The epitope is SLYNTVATL. The TCR CDR3 sequence is CASSFGDRYEQYF. Result: 0 (the TCR does not bind to the epitope).